This data is from Reaction yield outcomes from USPTO patents with 853,638 reactions. The task is: Predict the reaction yield, written as a fraction of the theoretical maximum amount of product (1.0 means a 100% yield; for example, 0.34 means a 34% yield). (1) The reactants are [Cl:1][C:2]1[CH:3]=[C:4]([CH:7]=[CH:8][CH:9]=1)[CH:5]=[O:6].[CH:10]([Mg]Cl)=[CH2:11]. The catalyst is C1COCC1. The product is [Cl:1][C:2]1[CH:3]=[C:4]([CH:5]([OH:6])[CH:10]=[CH2:11])[CH:7]=[CH:8][CH:9]=1. The yield is 0.440. (2) The reactants are Cl[C:2]1[N:7]2[N:8]=[C:9](C)[CH:10]=[C:6]2[N:5]=[C:4]([NH:12][C:13](=[O:24])[C:14]2[CH:19]=[CH:18][C:17]([C:20]([OH:23])([CH3:22])[CH3:21])=[CH:16][CH:15]=2)[CH:3]=1.[NH:25]1[CH2:29][CH2:28][CH:27]([OH:30])[CH2:26]1. The catalyst is O1CCOCC1.CS(C)=O.CO. The product is [OH:23][C:20]([C:17]1[CH:18]=[CH:19][C:14]([C:13]([NH:12][C:4]2[CH:3]=[C:2]([N:25]3[CH2:29][CH2:28][CH:27]([OH:30])[CH2:26]3)[N:7]3[N:8]=[CH:9][CH:10]=[C:6]3[N:5]=2)=[O:24])=[CH:15][CH:16]=1)([CH3:22])[CH3:21]. The yield is 0.230. (3) The reactants are [CH3:1][N:2]1[C@@H:19]2[CH2:20][C:7]3=[CH:8][CH:9]=[C:10]([OH:22])[C:11]4[O:12][C@H:13]5[C:14]([CH2:16][CH2:17][C@:18]2([OH:21])[C@:5]5([C:6]=43)[CH2:4][CH2:3]1)=[O:15].CN1[C@H]2CC3C=CC(O)=C4O[C@H]5C(C=C[C@]2(O)[C@]5(C=34)CC1)=O.[ClH:45]. The catalyst is [Pd].C(O)CC.O. The product is [CH3:1][N:2]1[C@@H:19]2[CH2:20][C:7]3=[CH:8][CH:9]=[C:10]([OH:22])[C:11]4[O:12][C@H:13]5[C:14]([CH2:16][CH2:17][C@:18]2([OH:21])[C@:5]5([C:6]=43)[CH2:4][CH2:3]1)=[O:15].[ClH:45]. The yield is 0.788. (4) The reactants are Cl[C:2]1[N:7]=[CH:6][C:5]2[C:8]([C:30]3[CH:35]=[CH:34][C:33]([F:36])=[CH:32][CH:31]=3)=[N:9][N:10]([C:11]([C:24]3[CH:29]=[CH:28][CH:27]=[CH:26][CH:25]=3)([C:18]3[CH:23]=[CH:22][CH:21]=[CH:20][CH:19]=3)[C:12]3[CH:17]=[CH:16][CH:15]=[CH:14][CH:13]=3)[C:4]=2[CH:3]=1.[C:37](=[O:44])([O:39][C:40]([CH3:43])([CH3:42])[CH3:41])[NH2:38].CC(C)([O-])C.[K+]. The catalyst is C1COCC1. The product is [F:36][C:33]1[CH:32]=[CH:31][C:30]([C:8]2[C:5]3[CH:6]=[N:7][C:2]([NH:38][C:37](=[O:44])[O:39][C:40]([CH3:43])([CH3:42])[CH3:41])=[CH:3][C:4]=3[N:10]([C:11]([C:24]3[CH:25]=[CH:26][CH:27]=[CH:28][CH:29]=3)([C:12]3[CH:13]=[CH:14][CH:15]=[CH:16][CH:17]=3)[C:18]3[CH:19]=[CH:20][CH:21]=[CH:22][CH:23]=3)[N:9]=2)=[CH:35][CH:34]=1. The yield is 0.230. (5) The reactants are [Na].C(O)(C)(C)C.C(OCC)(=O)C.[C:13]([O:17][C:18]([N:20]1[CH:24]2[CH2:25][CH2:26][CH:21]1[C:22](S(C1C=CC(C)=CC=1)(=O)=O)=[CH:23]2)=[O:19])([CH3:16])([CH3:15])[CH3:14]. The catalyst is [Hg].C(O)(C)(C)C.C(OCC)(=O)C. The product is [C:13]([O:17][C:18]([N:20]1[CH:24]2[CH2:25][CH2:26][CH:21]1[CH:22]=[CH:23]2)=[O:19])([CH3:16])([CH3:14])[CH3:15]. The yield is 0.450. (6) The product is [NH:64]1[C:65](=[O:72])[C:66]2[NH:67][CH:68]=[N:69][C:70]=2[N:71]=[C:63]1[NH2:62].[NH2:11][C@H:12]([C:20]([NH:22][C@H:23]([C:31]([NH:33][C@H:34]([C:43]([OH:45])=[O:44])[CH2:35][C:36]1[CH:41]=[CH:40][C:39]([OH:42])=[CH:38][CH:37]=1)=[O:32])[CH2:24][C:25]1[CH:30]=[CH:29][CH:28]=[CH:27][CH:26]=1)=[O:21])[CH2:13][C:14]1[CH:15]=[CH:16][CH:17]=[CH:18][CH:19]=1.[P:46]([O-:50])([O-:49])([O-:48])=[O:47]. The reactants are N1C(N)=C2C(N=CN2)=NC=1.[NH2:11][C@H:12]([C:20]([NH:22][C@H:23]([C:31]([NH:33][C@H:34]([C:43]([OH:45])=[O:44])[CH2:35][C:36]1[CH:41]=[CH:40][C:39]([OH:42])=[CH:38][CH:37]=1)=[O:32])[CH2:24][C:25]1[CH:30]=[CH:29][CH:28]=[CH:27][CH:26]=1)=[O:21])[CH2:13][C:14]1[CH:19]=[CH:18][CH:17]=[CH:16][CH:15]=1.[P:46]([O-:50])([O-:49])([O-:48])=[O:47].C(C(C(OC(C)(C)C)=O)([NH:62][C:63]1[NH:64][C:65](=[O:72])[C:66]2[NH:67][CH:68]=[N:69][C:70]=2[N:71]=1)C(O)=O)(OC(C)(C)C)=O. No catalyst specified. The yield is 0.510.